The task is: Predict the reactants needed to synthesize the given product.. This data is from Full USPTO retrosynthesis dataset with 1.9M reactions from patents (1976-2016). (1) Given the product [NH:1]1[C:9]2[C:4](=[C:5]([C:10]3[CH:18]=[C:17]4[C:13]([CH:14]=[N:15][N:16]4[CH3:19])=[C:12]([NH:20][C:37]([C:32]4[CH:33]=[CH:34][CH:35]=[CH:36][N:31]=4)=[O:38])[CH:11]=3)[CH:6]=[CH:7][CH:8]=2)[CH:3]=[CH:2]1, predict the reactants needed to synthesize it. The reactants are: [NH:1]1[C:9]2[C:4](=[C:5]([C:10]3[CH:11]=[C:12]([NH2:20])[C:13]4[CH:14]=[N:15][N:16]([CH3:19])[C:17]=4[CH:18]=3)[CH:6]=[CH:7][CH:8]=2)[CH:3]=[CH:2]1.CCN(C(C)C)C(C)C.Cl.[N:31]1[CH:36]=[CH:35][CH:34]=[CH:33][C:32]=1[C:37](Cl)=[O:38].CO. (2) Given the product [C:4]([C:3]1[CH:6]=[CH:7][C:8]([N+:10]([O-:12])=[O:11])=[CH:9][C:2]=1[O:1][CH2:20][CH2:21][CH2:22][CH2:23][NH:24][C:25](=[O:31])[O:26][C:27]([CH3:30])([CH3:29])[CH3:28])#[N:5], predict the reactants needed to synthesize it. The reactants are: [OH:1][C:2]1[CH:9]=[C:8]([N+:10]([O-:12])=[O:11])[CH:7]=[CH:6][C:3]=1[C:4]#[N:5].C(=O)([O-])[O-].[Cs+].[Cs+].Br[CH2:20][CH2:21][CH2:22][CH2:23][NH:24][C:25](=[O:31])[O:26][C:27]([CH3:30])([CH3:29])[CH3:28]. (3) The reactants are: C1(P(C2C=CC=CC=2)C2C=CC=CC=2)C=CC=CC=1.[C:20]1(=[O:30])[NH:24][C:23](=[O:25])[C:22]2=[CH:26][CH:27]=[CH:28][CH:29]=[C:21]12.[Br:31][C:32]1[CH:33]=[N:34][CH:35]=[C:36]([CH2:38]O)[CH:37]=1.N(C(OCC)=O)=NC(OCC)=O. Given the product [Br:31][C:32]1[CH:37]=[C:36]([CH2:38][N:24]2[C:20](=[O:30])[C:21]3=[CH:29][CH:28]=[CH:27][CH:26]=[C:22]3[C:23]2=[O:25])[CH:35]=[N:34][CH:33]=1, predict the reactants needed to synthesize it. (4) Given the product [CH2:1]([NH:8][C:9]1[C:18]2[CH:17]=[N:16][CH:15]=[N:14][C:13]=2[N:12]([OH:19])[C:11](=[O:27])[C:10]=1[C:28]1[CH:33]=[CH:32][CH:31]=[CH:30][CH:29]=1)[C:2]1[CH:3]=[CH:4][CH:5]=[CH:6][CH:7]=1, predict the reactants needed to synthesize it. The reactants are: [CH2:1]([NH:8][C:9]1[C:18]2[CH:17]=[N:16][CH:15]=[N:14][C:13]=2[N:12]([O:19]CC2C=CC=CC=2)[C:11](=[O:27])[C:10]=1[C:28]1[CH:33]=[CH:32][CH:31]=[CH:30][CH:29]=1)[C:2]1[CH:7]=[CH:6][CH:5]=[CH:4][CH:3]=1.CO.[H][H]. (5) Given the product [Br:23][CH2:12][C:6]([C:5]1[CH:4]=[N:3][C:2]([Cl:1])=[CH:10][CH:9]=1)=[O:7], predict the reactants needed to synthesize it. The reactants are: [Cl:1][C:2]1[CH:10]=[CH:9][C:5]([C:6](Cl)=[O:7])=[CH:4][N:3]=1.O1CCC[CH2:12]1.C[Si](C=[N+]=[N-])(C)C.[BrH:23]. (6) Given the product [C:1]([O:5][C:6](=[O:43])[NH:7][C:8]([CH2:38][O:39][CH2:40][O:41][CH3:42])([CH2:29][CH2:30][O:31][CH:32]1[CH2:37][CH2:36][CH2:35][CH2:34][O:33]1)[CH2:9][CH2:10][C:11]1[CH:16]=[CH:15][C:14]([OH:17])=[C:13]([C:25]([F:27])([F:28])[F:26])[CH:12]=1)([CH3:4])([CH3:3])[CH3:2], predict the reactants needed to synthesize it. The reactants are: [C:1]([O:5][C:6](=[O:43])[NH:7][C:8]([CH2:38][O:39][CH2:40][O:41][CH3:42])([CH2:29][CH2:30][O:31][CH:32]1[CH2:37][CH2:36][CH2:35][CH2:34][O:33]1)[CH2:9][CH2:10][C:11]1[CH:16]=[CH:15][C:14]([O:17]CC2C=CC=CC=2)=[C:13]([C:25]([F:28])([F:27])[F:26])[CH:12]=1)([CH3:4])([CH3:3])[CH3:2]. (7) Given the product [C:1]([O:4][CH2:5][C:6]1[C:11]([N:12]2[CH2:24][CH2:23][N:15]3[C:16]4[CH2:17][CH2:18][CH2:19][CH2:20][C:21]=4[CH:22]=[C:14]3[C:13]2=[O:25])=[CH:10][C:9]([F:26])=[CH:8][C:7]=1[B:28]1[O:32][C:31]([CH3:34])([CH3:33])[C:30]([CH3:36])([CH3:35])[O:29]1)(=[O:3])[CH3:2], predict the reactants needed to synthesize it. The reactants are: [C:1]([O:4][CH2:5][C:6]1[C:11]([N:12]2[CH2:24][CH2:23][N:15]3[C:16]4[CH2:17][CH2:18][CH2:19][CH2:20][C:21]=4[CH:22]=[C:14]3[C:13]2=[O:25])=[CH:10][C:9]([F:26])=[CH:8][C:7]=1Br)(=[O:3])[CH3:2].[B:28]1([B:28]2[O:32][C:31]([CH3:34])([CH3:33])[C:30]([CH3:36])([CH3:35])[O:29]2)[O:32][C:31]([CH3:34])([CH3:33])[C:30]([CH3:36])([CH3:35])[O:29]1.CC([O-])=O.[K+].